Dataset: Catalyst prediction with 721,799 reactions and 888 catalyst types from USPTO. Task: Predict which catalyst facilitates the given reaction. Reactant: [NH2:1][C@@H:2]1[CH2:6][CH2:5][N:4]([C:7]([O:9][C:10]([CH3:13])([CH3:12])[CH3:11])=[O:8])[CH2:3]1.[CH:14]1([C:17](O)=[O:18])[CH2:16][CH2:15]1.CN(C(ON1N=NC2C=CC=NC1=2)=[N+](C)C)C.F[P-](F)(F)(F)(F)F.C(N(CC)CC)C. Product: [CH:14]1([C:17]([NH:1][C@@H:2]2[CH2:6][CH2:5][N:4]([C:7]([O:9][C:10]([CH3:13])([CH3:12])[CH3:11])=[O:8])[CH2:3]2)=[O:18])[CH2:16][CH2:15]1. The catalyst class is: 2.